From a dataset of Full USPTO retrosynthesis dataset with 1.9M reactions from patents (1976-2016). Predict the reactants needed to synthesize the given product. (1) Given the product [Cl:49][C:30]1[C:31]([O:32][C:33]2[CH:34]=[CH:35][C:36]3[N:37]([CH:39]=[C:40]([NH:42][C:43]([CH:45]4[CH2:46][CH2:47]4)=[O:44])[N:41]=3)[N:38]=2)=[CH:48][C:27]([NH:26][C:9](=[O:11])[C:8]2[CH:12]=[CH:13][CH:14]=[C:6]([C:3]3([C:1]#[N:2])[CH2:4][CH2:5]3)[CH:7]=2)=[C:28]([F:50])[CH:29]=1, predict the reactants needed to synthesize it. The reactants are: [C:1]([C:3]1([C:6]2[CH:7]=[C:8]([CH:12]=[CH:13][CH:14]=2)[C:9]([OH:11])=O)[CH2:5][CH2:4]1)#[N:2].C(Cl)(=O)C(Cl)=O.O1CCCC1.[NH2:26][C:27]1[C:28]([F:50])=[CH:29][C:30]([Cl:49])=[C:31]([CH:48]=1)[O:32][C:33]1[CH:34]=[CH:35][C:36]2[N:37]([CH:39]=[C:40]([NH:42][C:43]([CH:45]3[CH2:47][CH2:46]3)=[O:44])[N:41]=2)[N:38]=1. (2) Given the product [CH2:14]([O:1][C:2]1[CH:12]=[CH:11][CH:10]=[CH:9][C:3]=1[O:4][CH2:5][C:6]([OH:8])=[O:7])[CH2:15][CH2:16][CH3:17], predict the reactants needed to synthesize it. The reactants are: [OH:1][C:2]1[CH:12]=[CH:11][CH:10]=[CH:9][C:3]=1[O:4][CH2:5][C:6]([OH:8])=[O:7].Br[CH2:14][CH2:15][CH2:16][CH3:17].CS(C)=O.Cl.